Dataset: Catalyst prediction with 721,799 reactions and 888 catalyst types from USPTO. Task: Predict which catalyst facilitates the given reaction. Reactant: C(N(CC)CC)C.Cl.[NH2:9][CH:10]([CH2:16][SH:17])[C:11]([O:13][CH2:14][CH3:15])=[O:12].[C:18](Cl)(=[O:22])[CH2:19][CH2:20][CH3:21]. Product: [C:18]([NH:9][CH:10]([CH2:16][SH:17])[C:11]([O:13][CH2:14][CH3:15])=[O:12])(=[O:22])[CH2:19][CH2:20][CH3:21]. The catalyst class is: 2.